Task: Binary Classification. Given a T-cell receptor sequence (or CDR3 region) and an epitope sequence, predict whether binding occurs between them.. Dataset: TCR-epitope binding with 47,182 pairs between 192 epitopes and 23,139 TCRs (1) The epitope is GTSGSPIINR. The TCR CDR3 sequence is CASSLGAGGGSYEQYF. Result: 1 (the TCR binds to the epitope). (2) The epitope is NLVPMVATV. The TCR CDR3 sequence is CASSGGRVLTANTGELFF. Result: 1 (the TCR binds to the epitope).